This data is from Forward reaction prediction with 1.9M reactions from USPTO patents (1976-2016). The task is: Predict the product of the given reaction. (1) The product is: [C:1]([C:5]1[N:10]=[C:9]([NH:11][CH2:12][CH2:13][CH2:14][S:15]([CH3:16])=[O:49])[C:8]([C:17]([N:19]([CH2:37][CH:38]([CH3:40])[CH3:39])[C@@H:20]2[CH2:25][N:24]([C:26]([O:28][C:29]([CH3:30])([CH3:31])[CH3:32])=[O:27])[CH2:23][C@H:22]([C:33]([O:35][CH3:36])=[O:34])[CH2:21]2)=[O:18])=[CH:7][N:6]=1)([CH3:2])([CH3:3])[CH3:4]. Given the reactants [C:1]([C:5]1[N:10]=[C:9]([NH:11][CH2:12][CH2:13][CH2:14][S:15][CH3:16])[C:8]([C:17]([N:19]([CH2:37][CH:38]([CH3:40])[CH3:39])[C@@H:20]2[CH2:25][N:24]([C:26]([O:28][C:29]([CH3:32])([CH3:31])[CH3:30])=[O:27])[CH2:23][C@H:22]([C:33]([O:35][CH3:36])=[O:34])[CH2:21]2)=[O:18])=[CH:7][N:6]=1)([CH3:4])([CH3:3])[CH3:2].ClC1C=CC=C(C(OO)=[O:49])C=1, predict the reaction product. (2) Given the reactants [CH3:1][CH2:2][CH2:3][C:4]1[CH:5]=[CH:6][CH:7]=[CH:8][CH:9]=1.[F:10][C:11]1[CH:16]=[CH:15][C:14]([S:17](Cl)(=[O:19])=[O:18])=[CH:13][CH:12]=1.[Cl-].[Al+3].[Cl-].[Cl-], predict the reaction product. The product is: [F:10][C:11]1[CH:16]=[CH:15][C:14]([S:17]([C:7]2[CH:8]=[CH:9][C:4]([CH2:3][CH2:2][CH3:1])=[CH:5][CH:6]=2)(=[O:19])=[O:18])=[CH:13][CH:12]=1. (3) Given the reactants [CH3:1][O:2][C:3]1[CH:8]=[CH:7][C:6]([NH2:9])=[CH:5][CH:4]=1.[CH:10]([C:12]1[CH:20]=[C:16]([C:17]([OH:19])=[O:18])[C:15]([OH:21])=[CH:14][CH:13]=1)=O.C([BH3-])#N.[Na+].C(OCC)(=O)C, predict the reaction product. The product is: [OH:21][C:15]1[CH:14]=[CH:13][C:12]([CH2:10][NH:9][C:6]2[CH:7]=[CH:8][C:3]([O:2][CH3:1])=[CH:4][CH:5]=2)=[CH:20][C:16]=1[C:17]([OH:19])=[O:18]. (4) Given the reactants [C:1]([O:5][C:6]([CH:8]1[CH2:13][CH2:12][N:11]([C:14]2[C:22]([C:23]#[N:24])=[CH:21][C:17]([C:18]([OH:20])=[O:19])=[C:16]([CH2:25][N:26]3[CH2:30][CH2:29][CH2:28][C:27]3=[O:31])[N:15]=2)[CH2:10][CH2:9]1)=[O:7])([CH3:4])([CH3:3])[CH3:2].CCN(C(C)C)[CH:35]([CH3:37])[CH3:36].ClC(OC(C)C)=O.Cl, predict the reaction product. The product is: [C:1]([O:5][C:6]([CH:8]1[CH2:9][CH2:10][N:11]([C:14]2[C:22]([C:23]#[N:24])=[CH:21][C:17]([C:18]([O:20][CH:35]([CH3:37])[CH3:36])=[O:19])=[C:16]([CH2:25][N:26]3[CH2:30][CH2:29][CH2:28][C:27]3=[O:31])[N:15]=2)[CH2:12][CH2:13]1)=[O:7])([CH3:4])([CH3:2])[CH3:3]. (5) Given the reactants [CH2:13]1[CH2:14][CH2:15][CH:10]([N:9]=C=[N:9][CH:10]2[CH2:15][CH2:14][CH2:13][CH2:12][CH2:11]2)[CH2:11][CH2:12]1.[C:16]1([CH2:22][C:23](=[O:27])[C:24]([OH:26])=O)[CH:21]=[CH:20][CH:19]=[CH:18][CH:17]=1.ON1C(=O)CC[C:30]1=O.Cl, predict the reaction product. The product is: [CH3:13][CH2:14][CH2:15][CH:10]([NH:9][C:24](=[O:26])[C:23](=[O:27])[CH2:22][C:16]1[CH:17]=[CH:18][CH:19]=[CH:20][CH:21]=1)[CH2:11][CH2:12][CH3:30]. (6) The product is: [CH2:1]([S:8]([NH:11][C:12]([CH:14]1[CH2:17][N:16]([C:18]2[C:28]([C:29]#[N:30])=[CH:27][C:21]([C:22]([O:24][CH2:25][CH3:26])=[O:23])=[C:20]([CH2:31][O:39][C:35](=[O:38])[CH2:36][OH:37])[N:19]=2)[CH2:15]1)=[O:13])(=[O:10])=[O:9])[C:2]1[CH:7]=[CH:6][CH:5]=[CH:4][CH:3]=1. Given the reactants [CH2:1]([S:8]([NH:11][C:12]([CH:14]1[CH2:17][N:16]([C:18]2[C:28]([C:29]#[N:30])=[CH:27][C:21]([C:22]([O:24][CH2:25][CH3:26])=[O:23])=[C:20]([CH2:31]Cl)[N:19]=2)[CH2:15]1)=[O:13])(=[O:10])=[O:9])[C:2]1[CH:7]=[CH:6][CH:5]=[CH:4][CH:3]=1.[I-].[Na+].[C:35]([O:39]CC)(=[O:38])[CH2:36][OH:37], predict the reaction product. (7) Given the reactants CC1(C)C(C)(C)OB([C:9]2[C:17]3[C:12](=[N:13][CH:14]=[C:15]([S:18]([CH2:21][CH2:22][C:23]([O:25][CH3:26])=[O:24])(=[O:20])=[O:19])[CH:16]=3)[N:11]([CH2:27][O:28][CH2:29][CH2:30][Si:31]([CH3:34])([CH3:33])[CH3:32])[CH:10]=2)O1.C(=O)([O-])[O-].[Na+].[Na+].Br[C:43]1[CH:44]=[C:45]([NH:49][CH:50]([CH:59]([CH3:61])[CH3:60])[C:51]([NH:53][CH2:54][C:55]([F:58])([F:57])[F:56])=[O:52])[CH:46]=[N:47][CH:48]=1, predict the reaction product. The product is: [CH3:60][CH:59]([CH3:61])[CH:50]([NH:49][C:45]1[CH:44]=[C:43]([C:9]2[C:17]3[C:12](=[N:13][CH:14]=[C:15]([S:18]([CH2:21][CH2:22][C:23]([O:25][CH3:26])=[O:24])(=[O:19])=[O:20])[CH:16]=3)[N:11]([CH2:27][O:28][CH2:29][CH2:30][Si:31]([CH3:33])([CH3:34])[CH3:32])[CH:10]=2)[CH:48]=[N:47][CH:46]=1)[C:51](=[O:52])[NH:53][CH2:54][C:55]([F:58])([F:57])[F:56].